Dataset: Catalyst prediction with 721,799 reactions and 888 catalyst types from USPTO. Task: Predict which catalyst facilitates the given reaction. (1) Reactant: [Br:1][C:2]1[CH:11]=[CH:10][C:5]([C:6]([O:8]C)=[O:7])=[CH:4][C:3]=1[CH2:12][O:13][CH3:14].COCC1C=C(C(O)=O)C=CC=1C1C=CC=CC=1C.[OH-].[Na+].O. Product: [Br:1][C:2]1[CH:11]=[CH:10][C:5]([C:6]([OH:8])=[O:7])=[CH:4][C:3]=1[CH2:12][O:13][CH3:14]. The catalyst class is: 14. (2) Reactant: [CH3:1][S:2](Cl)(=[O:4])=[O:3].[NH2:6][C:7]1[C:15]2[O:14][CH:13]([CH3:16])[CH2:12][C:11]=2[C:10]2[C:17]([C:27]([O:29][CH3:30])=[O:28])=[C:18]([C:20]3[CH:25]=[CH:24][C:23]([F:26])=[CH:22][CH:21]=3)[O:19][C:9]=2[CH:8]=1.CCN(C(C)C)C(C)C. The catalyst class is: 2. Product: [F:26][C:23]1[CH:24]=[CH:25][C:20]([C:18]2[O:19][C:9]3[CH:8]=[C:7]([NH:6][S:2]([CH3:1])(=[O:4])=[O:3])[C:15]4[O:14][CH:13]([CH3:16])[CH2:12][C:11]=4[C:10]=3[C:17]=2[C:27]([O:29][CH3:30])=[O:28])=[CH:21][CH:22]=1. (3) Reactant: CS([O:5][CH2:6][CH:7]1[CH2:12][CH2:11][N:10]([C:13]([O:15][C:16]([CH3:19])([CH3:18])[CH3:17])=[O:14])[CH2:9][CH2:8]1)(=O)=O.C([O-])([O-])=O.[K+].[K+].[Br:26][C:27]1[CH:28]=[CH:29][C:30](O)=[C:31]([CH:34]=1)[CH:32]=[O:33].O. Product: [Br:26][C:27]1[CH:28]=[CH:29][C:30]([O:5][CH2:6][CH:7]2[CH2:12][CH2:11][N:10]([C:13]([O:15][C:16]([CH3:19])([CH3:18])[CH3:17])=[O:14])[CH2:9][CH2:8]2)=[C:31]([CH:32]=[O:33])[CH:34]=1. The catalyst class is: 3. (4) Reactant: [Li+].[OH-].[Cl:3][C:4]1[CH:5]=[C:6]([CH:34]=[C:35]([C:38]([F:41])([F:40])[F:39])[C:36]=1[OH:37])[CH2:7][C@@H:8]([CH2:13][C:14](=[O:33])[N:15]1[CH2:20][CH2:19][CH:18]([N:21]2[CH2:27][CH2:26][C:25]3[CH:28]=[CH:29][CH:30]=[CH:31][C:24]=3[NH:23][C:22]2=[O:32])[CH2:17][CH2:16]1)[C:9]([O:11]C)=[O:10]. Product: [Cl:3][C:4]1[CH:5]=[C:6]([CH:34]=[C:35]([C:38]([F:41])([F:39])[F:40])[C:36]=1[OH:37])[CH2:7][C@@H:8]([CH2:13][C:14](=[O:33])[N:15]1[CH2:16][CH2:17][CH:18]([N:21]2[CH2:27][CH2:26][C:25]3[CH:28]=[CH:29][CH:30]=[CH:31][C:24]=3[NH:23][C:22]2=[O:32])[CH2:19][CH2:20]1)[C:9]([OH:11])=[O:10]. The catalyst class is: 90. (5) Reactant: [C:1]([O:5][C:6]([N:8]1[CH2:13][CH2:12][CH:11]([NH:14][C@H:15]([C:18]2[CH:23]=[CH:22][CH:21]=[CH:20][CH:19]=2)[CH2:16][OH:17])[CH2:10][CH2:9]1)=[O:7])([CH3:4])([CH3:3])[CH3:2].[CH2:24]([O:26][C:27](=[O:32])[CH2:28][N:29]=[C:30]=[O:31])[CH3:25]. Product: [C:1]([O:5][C:6]([N:8]1[CH2:9][CH2:10][CH:11]([N:14]([CH:15]([C:18]2[CH:19]=[CH:20][CH:21]=[CH:22][CH:23]=2)[CH2:16][OH:17])[C:30]([NH:29][CH2:28][C:27]([O:26][CH2:24][CH3:25])=[O:32])=[O:31])[CH2:12][CH2:13]1)=[O:7])([CH3:4])([CH3:2])[CH3:3]. The catalyst class is: 2. (6) Reactant: [CH2:1]([O:8][C:9]([C@@:11]([OH:19])([CH2:16][CH:17]=[CH2:18])[CH2:12][C:13]([OH:15])=O)=[O:10])[C:2]1[CH:7]=[CH:6][CH:5]=[CH:4][CH:3]=1.C(N(CC)CC)C.ClC1C=C(Cl)C=C(Cl)C=1C(Cl)=O. Product: [CH2:16]([C@:11]1([C:9]([O:8][CH2:1][C:2]2[CH:3]=[CH:4][CH:5]=[CH:6][CH:7]=2)=[O:10])[CH2:12][C:13](=[O:15])[O:19]1)[CH:17]=[CH2:18]. The catalyst class is: 2. (7) Reactant: [O:1]=[C:2]1[C:10]2[C:5](=[CH:6][CH:7]=[CH:8][CH:9]=2)[C:4](=[O:11])[N:3]1[CH2:12][CH:13]=O.Cl.[C:16]([O:20][C:21](=[O:28])[C@H:22]([C:24]([CH3:27])([CH3:26])[CH3:25])[NH2:23])([CH3:19])([CH3:18])[CH3:17].[Na]. Product: [O:11]=[C:4]1[C:5]2[C:10](=[CH:9][CH:8]=[CH:7][CH:6]=2)[C:2](=[O:1])[N:3]1[CH2:12][CH2:13][NH:23][C@H:22]([C:21]([O:20][C:16]([CH3:19])([CH3:18])[CH3:17])=[O:28])[C:24]([CH3:27])([CH3:25])[CH3:26]. The catalyst class is: 54.